This data is from Forward reaction prediction with 1.9M reactions from USPTO patents (1976-2016). The task is: Predict the product of the given reaction. (1) Given the reactants Cl.[F:2][C:3]1[CH:8]=[CH:7][C:6]([NH:9][C:10]2[CH:15]=[CH:14][N:13]=[C:12]([NH:16][C:17]3[CH:22]=[CH:21][C:20]([S:23]([Cl:26])(=[O:25])=[O:24])=[CH:19][CH:18]=3)[N:11]=2)=[CH:5][C:4]=1[CH3:27].C(OC([N:35]1[CH2:38][CH:37]([NH:39][CH2:40][CH2:41][N:42]2[CH2:46][CH2:45][CH2:44][CH2:43]2)[CH2:36]1)=O)(C)(C)C, predict the reaction product. The product is: [ClH:26].[NH:35]1[CH2:36][CH:37]([N:39]([CH2:40][CH2:41][N:42]2[CH2:43][CH2:44][CH2:45][CH2:46]2)[S:23]([C:20]2[CH:21]=[CH:22][C:17]([NH:16][C:12]3[N:11]=[C:10]([NH:9][C:6]4[CH:7]=[CH:8][C:3]([F:2])=[C:4]([CH3:27])[CH:5]=4)[CH:15]=[CH:14][N:13]=3)=[CH:18][CH:19]=2)(=[O:25])=[O:24])[CH2:38]1. (2) The product is: [CH3:22][O:23][C:24]([CH:26]1[CH2:30][C:29](=[CH2:2])[CH2:28][N:27]1[C:32]([O:34][C:35]([CH3:38])([CH3:37])[CH3:36])=[O:33])=[O:25]. Given the reactants [I-].[CH3:2][P+](C1C=CC=CC=1)(C1C=CC=CC=1)C1C=CC=CC=1.[CH3:22][O:23][C:24]([CH:26]1[CH2:30][C:29](=O)[CH2:28][N:27]1[C:32]([O:34][C:35]([CH3:38])([CH3:37])[CH3:36])=[O:33])=[O:25].CC(C)([O-])C.[K+].O, predict the reaction product. (3) Given the reactants [Cl-].[Cl:2][CH:3]=[N+:4]([CH3:6])[CH3:5].C([Si](C(C)C)(C(C)C)[N:11]1[CH:15]=[CH:14][CH:13]=[CH:12]1)(C)C, predict the reaction product. The product is: [Cl-:2].[CH3:5][N+:4]([CH3:6])=[CH:3][C:14]1[CH:13]=[CH:12][NH:11][CH:15]=1. (4) Given the reactants [NH:1]1[C:10]2[C:5](=[CH:6][CH:7]=[CH:8][CH:9]=2)[CH2:4][CH2:3][CH2:2]1.Cl.O[CH2:13][C:14]1[N:15]=[CH:16][NH:17][CH:18]=1.C(=O)([O-])[O-].[Na+].[Na+], predict the reaction product. The product is: [NH:17]1[CH:18]=[C:14]([CH2:13][N:1]2[C:10]3[C:5](=[CH:6][CH:7]=[CH:8][CH:9]=3)[CH2:4][CH2:3][CH2:2]2)[N:15]=[CH:16]1. (5) Given the reactants [C:1]([Br:5])(Br)(Br)Br.C1(P(C2C=CC=CC=2)C2C=CC=CC=2)C=CC=CC=1.OC[CH2:27][CH:28]([NH:30][C:31]1[CH:32]=[C:33]2[C:42](=[CH:43][CH:44]=1)[S:41][C:40]1[C:39]([C:45]3[NH:50][C:49](=[O:51])[CH:48]=[C:47]([N:52]4[CH2:57][CH2:56][O:55][CH2:54][CH2:53]4)[CH:46]=3)=[CH:38][CH:37]=[CH:36][C:35]=1[S:34]2)[CH3:29], predict the reaction product. The product is: [Br:5][CH2:1][CH2:29][CH:28]([NH:30][C:31]1[CH:32]=[C:33]2[C:42](=[CH:43][CH:44]=1)[S:41][C:40]1[C:39]([C:45]3[NH:50][C:49](=[O:51])[CH:48]=[C:47]([N:52]4[CH2:53][CH2:54][O:55][CH2:56][CH2:57]4)[CH:46]=3)=[CH:38][CH:37]=[CH:36][C:35]=1[S:34]2)[CH3:27]. (6) Given the reactants [NH2:1][C:2]1[CH:7]=[CH:6][CH:5]=[CH:4][C:3]=1[NH:8][C:9](=[O:20])[CH2:10][CH2:11][CH2:12][C:13]1[CH:18]=[CH:17][C:16](I)=[CH:15][CH:14]=1.[NH:21]1[CH2:26][CH2:25][O:24][CH2:23][CH2:22]1.C(=O)([O-])[O-].[K+].[K+].O1C=[CH:36][CH:35]=[C:34]1P(C1OC=CC=1)C1OC=CC=1.C=C=C, predict the reaction product. The product is: [NH2:1][C:2]1[CH:7]=[CH:6][CH:5]=[CH:4][C:3]=1[NH:8][C:9](=[O:20])[CH2:10][CH2:11][CH2:12][C:13]1[CH:18]=[CH:17][C:16]([C:35]([CH2:36][N:21]2[CH2:26][CH2:25][O:24][CH2:23][CH2:22]2)=[CH2:34])=[CH:15][CH:14]=1. (7) The product is: [CH2:8]([N:4]1[C:10](=[O:17])[C:11]2[C:16](=[CH:15][CH:14]=[CH:13][CH:12]=2)[C:2]2[C:8]([CH3:9])=[CH:7][CH:6]=[CH:5][C:3]1=2)[CH2:2][CH2:3][CH3:5]. Given the reactants I[C:2]1[C:8]([CH3:9])=[CH:7][CH:6]=[CH:5][C:3]=1[NH2:4].[C:10](Cl)(=[O:17])[C:11]1[CH:16]=[CH:15][CH:14]=[CH:13][CH:12]=1, predict the reaction product. (8) Given the reactants C(OC([NH:8][C@H:9]1[C@@H:14]([N:15]2[CH:19]=[CH:18][N:17]=[N:16]2)[C@@H:13]([CH3:20])[CH2:12][N:11]([C:21]2[CH:26]=[CH:25][N:24]=[CH:23][C:22]=2[NH:27][C:28]([C:30]2[C:39]([NH:40]C(=O)OCC3C=CC=CC=3)=[CH:38][C:37]3[C:32](=[CH:33][C:34]([N:51]4[CH2:56][CH2:55][O:54][CH2:53][CH2:52]4)=[CH:35][CH:36]=3)[N:31]=2)=[O:29])[CH2:10]1)=O)(C)(C)C.C1COCC1.Cl.O1CCOCC1, predict the reaction product. The product is: [NH2:40][C:39]1[C:30]([C:28]([NH:27][C:22]2[CH:23]=[N:24][CH:25]=[CH:26][C:21]=2[N:11]2[CH2:12][C@H:13]([CH3:20])[C@H:14]([N:15]3[CH:19]=[CH:18][N:17]=[N:16]3)[C@H:9]([NH2:8])[CH2:10]2)=[O:29])=[N:31][C:32]2[C:37]([CH:38]=1)=[CH:36][CH:35]=[C:34]([N:51]1[CH2:52][CH2:53][O:54][CH2:55][CH2:56]1)[CH:33]=2. (9) Given the reactants Br[CH2:2][C:3]1[CH:12]=[CH:11][C:6]([C:7]([O:9][CH3:10])=[O:8])=[CH:5][C:4]=1[O:13][CH3:14].[NH:15]1[CH:19]=[CH:18][CH:17]=[N:16]1.C([O-])([O-])=O.[K+].[K+].C([O-])(O)=O.[Na+], predict the reaction product. The product is: [N:15]1([CH2:2][C:3]2[CH:12]=[CH:11][C:6]([C:7]([O:9][CH3:10])=[O:8])=[CH:5][C:4]=2[O:13][CH3:14])[CH:19]=[CH:18][CH:17]=[N:16]1.